This data is from Full USPTO retrosynthesis dataset with 1.9M reactions from patents (1976-2016). The task is: Predict the reactants needed to synthesize the given product. (1) The reactants are: [F:1][C:2]1[CH:3]=[C:4]([CH2:9][C:10]([NH:12][C@H:13]([C:15]([OH:17])=O)[CH3:14])=[O:11])[CH:5]=[C:6]([F:8])[CH:7]=1.[NH2:18][C@H:19]1[C:27]2[C:22](=[CH:23][CH:24]=[CH:25][CH:26]=2)[CH2:21][C@H:20]1[OH:28]. Given the product [F:8][C:6]1[CH:5]=[C:4]([CH2:9][C:10]([NH:12][C@H:13]([C:15]([NH:18][C@H:19]2[C:27]3[C:22](=[CH:23][CH:24]=[CH:25][CH:26]=3)[CH2:21][C@H:20]2[OH:28])=[O:17])[CH3:14])=[O:11])[CH:3]=[C:2]([F:1])[CH:7]=1, predict the reactants needed to synthesize it. (2) Given the product [NH2:1][C:2]1[CH:10]=[CH:9][CH:8]=[C:7]2[C:3]=1[C:4](=[O:16])[N:5]([CH2:12][C:13]([N:20]1[CH2:19][CH2:18][N:17]([C:23]([O:25][C:26]([CH3:29])([CH3:28])[CH3:27])=[O:24])[CH2:22][CH2:21]1)=[O:15])[C:6]2=[O:11], predict the reactants needed to synthesize it. The reactants are: [NH2:1][C:2]1[CH:10]=[CH:9][CH:8]=[C:7]2[C:3]=1[C:4](=[O:16])[N:5]([CH2:12][C:13]([OH:15])=O)[C:6]2=[O:11].[N:17]1([C:23]([O:25][C:26]([CH3:29])([CH3:28])[CH3:27])=[O:24])[CH2:22][CH2:21][NH:20][CH2:19][CH2:18]1.CCN=C=NCCCN(C)C.Cl.ON1C2C=CC=CC=2N=N1.C(N(CC)CC)C. (3) Given the product [CH2:1]([N:5]1[C:9](=[O:10])[C:8]([NH:28][CH2:27][CH2:26][C:20]2[CH:25]=[CH:24][CH:23]=[CH:22][CH:21]=2)=[C:7]([C:12]2[CH:17]=[CH:16][CH:15]=[CH:14][CH:13]=2)[S:6]1(=[O:19])=[O:18])[CH2:2][CH2:3][CH3:4], predict the reactants needed to synthesize it. The reactants are: [CH2:1]([N:5]1[C:9](=[O:10])[C:8](Cl)=[C:7]([C:12]2[CH:17]=[CH:16][CH:15]=[CH:14][CH:13]=2)[S:6]1(=[O:19])=[O:18])[CH2:2][CH2:3][CH3:4].[C:20]1([CH2:26][CH2:27][NH2:28])[CH:25]=[CH:24][CH:23]=[CH:22][CH:21]=1. (4) Given the product [C:15]([O:7][CH2:6][CH2:5][CH2:4][N:1]=[N+:2]=[N-:3])(=[O:19])[C:16]([CH3:18])=[CH2:17], predict the reactants needed to synthesize it. The reactants are: [N:1]([CH2:4][CH2:5][CH2:6][OH:7])=[N+:2]=[N-:3].C(N(CC)CC)C.[C:15](Cl)(=[O:19])[C:16]([CH3:18])=[CH2:17]. (5) Given the product [ClH:22].[F:1][C:2]1[CH:3]=[C:4]([CH:19]=[CH:20][CH:21]=1)[CH2:5][CH:6]1[CH2:11][CH2:10][NH:9][CH2:8][CH2:7]1, predict the reactants needed to synthesize it. The reactants are: [F:1][C:2]1[CH:3]=[C:4]([CH:19]=[CH:20][CH:21]=1)[CH2:5][CH:6]1[CH2:11][CH2:10][N:9](C(OC(C)(C)C)=O)[CH2:8][CH2:7]1.[ClH:22]. (6) Given the product [Br:13][C:14]1[CH:40]=[C:39]([F:41])[CH:38]=[CH:37][C:15]=1[O:16][C:17]1[C:26]2[C:21](=[CH:22][C:23]([C:12]#[C:11][CH2:10][CH2:9][CH2:8][CH2:7][N:3]3[CH:4]=[CH:5][N:6]=[C:2]3[CH3:1])=[C:24]([O:27][CH3:28])[CH:25]=2)[N:20]=[CH:19][N:18]=1, predict the reactants needed to synthesize it. The reactants are: [CH3:1][C:2]1[N:3]([CH2:7][CH2:8][CH2:9][CH2:10][C:11]#[CH:12])[CH:4]=[CH:5][N:6]=1.[Br:13][C:14]1[CH:40]=[C:39]([F:41])[CH:38]=[CH:37][C:15]=1[O:16][C:17]1[C:26]2[C:21](=[CH:22][C:23](OS(C(F)(F)F)(=O)=O)=[C:24]([O:27][CH3:28])[CH:25]=2)[N:20]=[CH:19][N:18]=1.